From a dataset of Reaction yield outcomes from USPTO patents with 853,638 reactions. Predict the reaction yield, written as a fraction of the theoretical maximum amount of product (1.0 means a 100% yield; for example, 0.34 means a 34% yield). (1) The reactants are [CH2:1]([Mg]Br)[CH:2]=[CH2:3].[Cl:6][CH2:7][CH2:8][C:9]([C:11]1[CH:16]=[CH:15][C:14]([F:17])=[CH:13][CH:12]=1)=[O:10]. The catalyst is C1COCC1. The product is [Cl:6][CH2:7][CH2:8][C:9]([C:11]1[CH:12]=[CH:13][C:14]([F:17])=[CH:15][CH:16]=1)([OH:10])[CH2:3][CH:2]=[CH2:1]. The yield is 0.970. (2) The reactants are [O-]P([O-])([O-])=O.[K+].[K+].[K+].[CH2:9]([NH:16][C:17]([NH2:19])=[O:18])[C:10]1[CH:15]=[CH:14][CH:13]=[CH:12][CH:11]=1.Br[C:21]1[CH:22]=[C:23]([CH:25]=[CH:26][CH:27]=1)[NH2:24].CNCCNC. The product is [CH2:9]([NH:16][C:17]([NH:19][C:21]1[CH:27]=[CH:26][CH:25]=[C:23]([NH2:24])[CH:22]=1)=[O:18])[C:10]1[CH:15]=[CH:14][CH:13]=[CH:12][CH:11]=1. The catalyst is [Cu]I.O1CCOCC1. The yield is 0.770.